From a dataset of Reaction yield outcomes from USPTO patents with 853,638 reactions. Predict the reaction yield, written as a fraction of the theoretical maximum amount of product (1.0 means a 100% yield; for example, 0.34 means a 34% yield). The reactants are Cl[CH2:2][CH2:3][O:4][C:5]1[CH:10]=[CH:9][C:8]([C:11]2[CH:12]=[C:13]3[C:18](=[CH:19][CH:20]=2)[N:17]=[C:16]([C:21]2[CH:22]=[N:23][CH:24]=[CH:25][CH:26]=2)[N:15]=[C:14]3[NH:27][CH3:28])=[CH:7][CH:6]=1.[NH:29]1[CH2:34][CH2:33][O:32][CH2:31][CH2:30]1.Cl.Cl.O1CCOCC1. The catalyst is CO. The product is [CH3:28][NH:27][C:14]1[C:13]2[C:18](=[CH:19][CH:20]=[C:11]([C:8]3[CH:9]=[CH:10][C:5]([O:4][CH2:3][CH2:2][N:29]4[CH2:34][CH2:33][O:32][CH2:31][CH2:30]4)=[CH:6][CH:7]=3)[CH:12]=2)[N:17]=[C:16]([C:21]2[CH:22]=[N:23][CH:24]=[CH:25][CH:26]=2)[N:15]=1. The yield is 0.600.